Dataset: NCI-60 drug combinations with 297,098 pairs across 59 cell lines. Task: Regression. Given two drug SMILES strings and cell line genomic features, predict the synergy score measuring deviation from expected non-interaction effect. (1) Drug 1: CC1OCC2C(O1)C(C(C(O2)OC3C4COC(=O)C4C(C5=CC6=C(C=C35)OCO6)C7=CC(=C(C(=C7)OC)O)OC)O)O. Drug 2: C1=NC2=C(N=C(N=C2N1C3C(C(C(O3)CO)O)O)F)N. Cell line: T-47D. Synergy scores: CSS=33.1, Synergy_ZIP=-9.34, Synergy_Bliss=-0.0215, Synergy_Loewe=-15.9, Synergy_HSA=-0.151. (2) Drug 1: C1CC(=O)NC(=O)C1N2CC3=C(C2=O)C=CC=C3N. Drug 2: CC(C)NC(=O)C1=CC=C(C=C1)CNNC.Cl. Cell line: CCRF-CEM. Synergy scores: CSS=8.45, Synergy_ZIP=-1.28, Synergy_Bliss=0.148, Synergy_Loewe=-5.18, Synergy_HSA=-4.72. (3) Drug 2: CN(CC1=CN=C2C(=N1)C(=NC(=N2)N)N)C3=CC=C(C=C3)C(=O)NC(CCC(=O)O)C(=O)O. Cell line: IGROV1. Synergy scores: CSS=45.1, Synergy_ZIP=-10.1, Synergy_Bliss=-4.86, Synergy_Loewe=-0.176, Synergy_HSA=2.12. Drug 1: COC1=CC(=CC(=C1O)OC)C2C3C(COC3=O)C(C4=CC5=C(C=C24)OCO5)OC6C(C(C7C(O6)COC(O7)C8=CC=CS8)O)O. (4) Drug 1: COC1=C(C=C2C(=C1)N=CN=C2NC3=CC(=C(C=C3)F)Cl)OCCCN4CCOCC4. Drug 2: CCC1(CC2CC(C3=C(CCN(C2)C1)C4=CC=CC=C4N3)(C5=C(C=C6C(=C5)C78CCN9C7C(C=CC9)(C(C(C8N6C=O)(C(=O)OC)O)OC(=O)C)CC)OC)C(=O)OC)O.OS(=O)(=O)O. Cell line: NCI-H322M. Synergy scores: CSS=42.6, Synergy_ZIP=3.16, Synergy_Bliss=2.41, Synergy_Loewe=2.42, Synergy_HSA=3.01. (5) Drug 1: CC(C)(C1=NC(=CC=C1)N2C3=NC(=NC=C3C(=O)N2CC=C)NC4=CC=C(C=C4)N5CCN(CC5)C)O. Drug 2: C1CC(CCC1OC2=C(C(=CC=C2)Cl)F)(CC3=NC(=CC=C3)NC4=NC=CS4)C(=O)O. Cell line: T-47D. Synergy scores: CSS=19.0, Synergy_ZIP=-0.396, Synergy_Bliss=3.65, Synergy_Loewe=9.10, Synergy_HSA=9.61. (6) Drug 1: C1C(C(OC1N2C=NC3=C(N=C(N=C32)Cl)N)CO)O. Drug 2: C(CN)CNCCSP(=O)(O)O. Cell line: MDA-MB-435. Synergy scores: CSS=22.1, Synergy_ZIP=-5.86, Synergy_Bliss=-0.0762, Synergy_Loewe=-62.3, Synergy_HSA=-0.350. (7) Drug 1: CC1=C(C(=O)C2=C(C1=O)N3CC4C(C3(C2COC(=O)N)OC)N4)N. Drug 2: CC12CCC3C(C1CCC2OP(=O)(O)O)CCC4=C3C=CC(=C4)OC(=O)N(CCCl)CCCl.[Na+]. Cell line: T-47D. Synergy scores: CSS=24.9, Synergy_ZIP=-8.12, Synergy_Bliss=-1.77, Synergy_Loewe=-46.7, Synergy_HSA=-3.35.